From a dataset of Full USPTO retrosynthesis dataset with 1.9M reactions from patents (1976-2016). Predict the reactants needed to synthesize the given product. (1) Given the product [NH2:18][C:10]1[CH:11]=[C:12]([CH:16]=[CH:17][C:9]=1[O:8][CH3:7])[C:13]([NH:32][C:31]1[CH:33]=[CH:34][C:28]([O:27][CH3:26])=[CH:29][CH:30]=1)=[O:15], predict the reactants needed to synthesize it. The reactants are: C(Cl)(=O)C(Cl)=O.[CH3:7][O:8][C:9]1[CH:17]=[CH:16][C:12]([C:13]([OH:15])=O)=[CH:11][C:10]=1[N+:18]([O-])=O.CN(C)C=O.[CH3:26][O:27][C:28]1[CH:34]=[CH:33][C:31]([NH2:32])=[CH:30][CH:29]=1. (2) Given the product [CH:1]1([N:4]2[C:8](=[O:9])[N:7]([C:10]3[CH:11]=[CH:12][C:13]([C:16]([F:17])([F:18])[F:19])=[CH:14][CH:15]=3)[N:6]=[C:5]2[CH2:20][CH2:21][CH2:22][C:23]2[CH:28]=[CH:27][C:26]([C:29]3[CH:34]=[CH:33][C:32]([O:35][CH3:36])=[C:31]([CH2:37][C:38]([OH:40])=[O:39])[CH:30]=3)=[CH:25][CH:24]=2)[CH2:2][CH2:3]1, predict the reactants needed to synthesize it. The reactants are: [CH:1]1([N:4]2[C:8](=[O:9])[N:7]([C:10]3[CH:15]=[CH:14][C:13]([C:16]([F:19])([F:18])[F:17])=[CH:12][CH:11]=3)[N:6]=[C:5]2[CH2:20][CH2:21][CH2:22][C:23]2[CH:28]=[CH:27][C:26]([C:29]3[CH:34]=[CH:33][C:32]([O:35][CH3:36])=[C:31]([CH2:37][C:38]([O:40]C)=[O:39])[CH:30]=3)=[CH:25][CH:24]=2)[CH2:3][CH2:2]1.O.[OH-].[Li+]. (3) The reactants are: [C:1]([N:9]1[CH2:22][CH2:21][C:20]2[C:19]3[C:18]([O:23][C:24]4[CH:29]=[CH:28][CH:27]=[CH:26][CH:25]=4)=[CH:17][CH:16]=[CH:15][C:14]=3[NH:13][C:12]=2[CH2:11][CH2:10]1)(=O)[C:2]1[CH:7]=[CH:6][CH:5]=[CH:4][CH:3]=1.[H-].[Al+3].[Li+].[H-].[H-].[H-]. Given the product [CH2:1]([N:9]1[CH2:22][CH2:21][C:20]2[C:19]3[C:18]([O:23][C:24]4[CH:29]=[CH:28][CH:27]=[CH:26][CH:25]=4)=[CH:17][CH:16]=[CH:15][C:14]=3[NH:13][C:12]=2[CH2:11][CH2:10]1)[C:2]1[CH:3]=[CH:4][CH:5]=[CH:6][CH:7]=1, predict the reactants needed to synthesize it. (4) The reactants are: [NH:1]1[CH2:6][CH2:5][C:4]2([C:14]3[C:9](=[CH:10][CH:11]=[CH:12][CH:13]=3)[CH:8]=[CH:7]2)[CH2:3][CH2:2]1.C(O[O:19][C:20]1[CH:25]=[CH:24][CH:23]=[CH:22][C:21]=1[C:26]([F:29])([F:28])[F:27])(=O)C.C(N([CH2:35][CH3:36])CC)C.C1CN([P+]([O:53]N2N=NC3C=CC=CC2=3)(N2CCCC2)N2CCCC2)CC1.F[P-](F)(F)(F)(F)F. Given the product [N:1]1([C:35](=[O:53])[CH2:36][O:19][C:20]2[CH:25]=[CH:24][CH:23]=[CH:22][C:21]=2[C:26]([F:27])([F:28])[F:29])[CH2:6][CH2:5][C:4]2([C:14]3[C:9](=[CH:10][CH:11]=[CH:12][CH:13]=3)[CH:8]=[CH:7]2)[CH2:3][CH2:2]1, predict the reactants needed to synthesize it. (5) Given the product [CH3:20][C:11]1[C:10]([N:9]2[C:3]3[C:4]([CH3:8])=[CH:5][CH:6]=[CH:7][C:2]=3[N:1]=[CH:21]2)=[CH:19][CH:18]=[CH:17][C:12]=1[C:13]([O:15][CH3:16])=[O:14], predict the reactants needed to synthesize it. The reactants are: [NH2:1][C:2]1[CH:7]=[CH:6][CH:5]=[C:4]([CH3:8])[C:3]=1[NH:9][C:10]1[C:11]([CH3:20])=[C:12]([CH:17]=[CH:18][CH:19]=1)[C:13]([O:15][CH3:16])=[O:14].[CH3:21]OC(OC)OC. (6) The reactants are: [F:1][C:2]1[C:7]([F:8])=[CH:6][CH:5]=[CH:4][C:3]=1[C:9]([NH:14][S@@:15]([C:17]([CH3:20])([CH3:19])[CH3:18])=[O:16])([CH2:11][CH:12]=[O:13])[CH3:10].[F:21][C:22]([Si](C)(C)C)([F:24])[F:23].[F-].C([N+](CCCC)(CCCC)CCCC)CCC. Given the product [F:1][C:2]1[C:7]([F:8])=[CH:6][CH:5]=[CH:4][C:3]=1[C:9]([NH:14][S@@:15]([C:17]([CH3:20])([CH3:19])[CH3:18])=[O:16])([CH2:11][C@H:12]([OH:13])[C:22]([F:24])([F:23])[F:21])[CH3:10], predict the reactants needed to synthesize it.